This data is from Forward reaction prediction with 1.9M reactions from USPTO patents (1976-2016). The task is: Predict the product of the given reaction. (1) Given the reactants [CH:1]1([O:4][C:5]2[CH:6]=[C:7]([CH:15]([C:24]3[CH:25]=[CH:26][C:27]([C:30]([OH:33])([CH3:32])[CH3:31])=[N:28][CH:29]=3)[CH2:16][C:17]3[CH:18]=[N+:19]([O-])[CH:20]=[CH:21][CH:22]=3)[CH:8]=[CH:9][C:10]=2[O:11][CH:12]([F:14])[F:13])[CH2:3][CH2:2]1.C(N(CC)CC)C.FC(F)(F)C(OC(=O)C(F)(F)F)=[O:44], predict the reaction product. The product is: [CH:1]1([O:4][C:5]2[CH:6]=[C:7]([CH:15]([C:24]3[CH:25]=[CH:26][C:27]([C:30]([OH:33])([CH3:32])[CH3:31])=[N:28][CH:29]=3)[CH2:16][C:17]3[CH:22]=[CH:21][C:20](=[O:44])[NH:19][CH:18]=3)[CH:8]=[CH:9][C:10]=2[O:11][CH:12]([F:14])[F:13])[CH2:3][CH2:2]1. (2) Given the reactants ClCC(O)=[O:4].[CH:6]([C:9]1[N:14]=[C:13](S)[N:12]=[C:11]([OH:16])[CH:10]=1)([CH3:8])[CH3:7].Cl, predict the reaction product. The product is: [CH:6]([C:9]1[N:14]=[C:13]([OH:4])[N:12]=[C:11]([OH:16])[CH:10]=1)([CH3:8])[CH3:7]. (3) Given the reactants CS(C)=O.[Br:5][C:6]1[CH:7]=[CH:8][C:9]([F:13])=[C:10]([SH:12])[CH:11]=1.CS(O[CH:19]1[CH2:24][CH2:23][C:22]([CH3:26])([CH3:25])[CH2:21][CH2:20]1)(=O)=O.C(=O)([O-])[O-].[Cs+].[Cs+], predict the reaction product. The product is: [Br:5][C:6]1[CH:7]=[CH:8][C:9]([F:13])=[C:10]([S:12][CH:19]2[CH2:24][CH2:23][C:22]([CH3:26])([CH3:25])[CH2:21][CH2:20]2)[CH:11]=1. (4) Given the reactants CO[C:3]1[CH:8]=[CH:7][C:6]([CH2:9][C:10](=O)[C:11](=[N:14][NH:15][C:16]2[CH:21]=[CH:20][CH:19]=[CH:18][CH:17]=2)[C:12]#[N:13])=[CH:5][CH:4]=1.[OH2:23].[NH2:24][NH2:25].[CH2:26](O)C, predict the reaction product. The product is: [CH3:26][O:23][C:3]1[CH:8]=[CH:7][C:6]([CH2:9][C:10]2[C:11](=[N:14][NH:15][C:16]3[CH:21]=[CH:20][CH:19]=[CH:18][CH:17]=3)[C:12]([NH2:13])=[N:24][N:25]=2)=[CH:5][CH:4]=1.